Dataset: NCI-60 drug combinations with 297,098 pairs across 59 cell lines. Task: Regression. Given two drug SMILES strings and cell line genomic features, predict the synergy score measuring deviation from expected non-interaction effect. (1) Drug 1: C1=NC2=C(N=C(N=C2N1C3C(C(C(O3)CO)O)O)F)N. Drug 2: COCCOC1=C(C=C2C(=C1)C(=NC=N2)NC3=CC=CC(=C3)C#C)OCCOC.Cl. Cell line: DU-145. Synergy scores: CSS=14.1, Synergy_ZIP=-1.64, Synergy_Bliss=4.13, Synergy_Loewe=0.144, Synergy_HSA=2.60. (2) Drug 1: C1=CC(=C2C(=C1NCCNCCO)C(=O)C3=C(C=CC(=C3C2=O)O)O)NCCNCCO. Drug 2: CC1C(C(CC(O1)OC2CC(CC3=C2C(=C4C(=C3O)C(=O)C5=CC=CC=C5C4=O)O)(C(=O)C)O)N)O. Cell line: COLO 205. Synergy scores: CSS=50.7, Synergy_ZIP=-7.10, Synergy_Bliss=-12.2, Synergy_Loewe=-13.6, Synergy_HSA=-9.63. (3) Drug 1: CC12CCC(CC1=CCC3C2CCC4(C3CC=C4C5=CN=CC=C5)C)O. Drug 2: C#CCC(CC1=CN=C2C(=N1)C(=NC(=N2)N)N)C3=CC=C(C=C3)C(=O)NC(CCC(=O)O)C(=O)O. Cell line: M14. Synergy scores: CSS=3.96, Synergy_ZIP=-2.16, Synergy_Bliss=-1.45, Synergy_Loewe=-5.40, Synergy_HSA=-1.52. (4) Drug 1: C1CC(C1)(C(=O)O)C(=O)O.[NH2-].[NH2-].[Pt+2]. Drug 2: C1CNP(=O)(OC1)N(CCCl)CCCl. Cell line: K-562. Synergy scores: CSS=17.2, Synergy_ZIP=-7.32, Synergy_Bliss=-7.66, Synergy_Loewe=-17.4, Synergy_HSA=-5.43. (5) Drug 1: C1CCC(CC1)NC(=O)N(CCCl)N=O. Drug 2: CCCCC(=O)OCC(=O)C1(CC(C2=C(C1)C(=C3C(=C2O)C(=O)C4=C(C3=O)C=CC=C4OC)O)OC5CC(C(C(O5)C)O)NC(=O)C(F)(F)F)O. Cell line: M14. Synergy scores: CSS=5.77, Synergy_ZIP=2.72, Synergy_Bliss=6.40, Synergy_Loewe=6.67, Synergy_HSA=5.89. (6) Drug 1: C1=CN(C=N1)CC(O)(P(=O)(O)O)P(=O)(O)O. Cell line: K-562. Drug 2: CC1C(C(CC(O1)OC2CC(CC3=C2C(=C4C(=C3O)C(=O)C5=CC=CC=C5C4=O)O)(C(=O)C)O)N)O. Synergy scores: CSS=30.2, Synergy_ZIP=1.82, Synergy_Bliss=1.87, Synergy_Loewe=-28.7, Synergy_HSA=0.753. (7) Drug 1: C1=CC(=C2C(=C1NCCNCCO)C(=O)C3=C(C=CC(=C3C2=O)O)O)NCCNCCO. Drug 2: C1=CC(=CC=C1CC(C(=O)O)N)N(CCCl)CCCl.Cl. Cell line: LOX IMVI. Synergy scores: CSS=49.7, Synergy_ZIP=1.04, Synergy_Bliss=3.16, Synergy_Loewe=-6.31, Synergy_HSA=7.94. (8) Drug 1: CC=C1C(=O)NC(C(=O)OC2CC(=O)NC(C(=O)NC(CSSCCC=C2)C(=O)N1)C(C)C)C(C)C. Drug 2: CC(C)CN1C=NC2=C1C3=CC=CC=C3N=C2N. Cell line: ACHN. Synergy scores: CSS=43.1, Synergy_ZIP=-0.193, Synergy_Bliss=-3.11, Synergy_Loewe=-28.0, Synergy_HSA=-3.23.